From a dataset of Forward reaction prediction with 1.9M reactions from USPTO patents (1976-2016). Predict the product of the given reaction. (1) Given the reactants Cl.C(O)C.O[C:6]1([CH:28]2[CH2:33][CH2:32][N:31]([CH3:34])[CH2:30][CH2:29]2)[C:15]2[CH:16]=[CH:17][CH:18]=[CH:19][C:14]=2[CH:13]=[C:12]([O:20]C)[C:11]2[S:10][C:9]([CH2:22][C:23]([O:25]CC)=[O:24])=[CH:8][C:7]1=2.[OH-].[Na+], predict the reaction product. The product is: [CH3:34][N:31]1[CH2:30][CH2:29][C:28](=[C:6]2[C:15]3[CH:16]=[CH:17][CH:18]=[CH:19][C:14]=3[CH2:13][C:12](=[O:20])[C:11]3[S:10][C:9]([CH2:22][C:23]([OH:25])=[O:24])=[CH:8][C:7]2=3)[CH2:33][CH2:32]1. (2) Given the reactants [CH2:1]([O:8][CH:9]1[O:14][C:12](=[O:13])[C:11](Br)=[C:10]1Br)[C:2]1[CH:7]=[CH:6][CH:5]=[CH:4][CH:3]=1.[C:17]1([S:23]([N:26]2[C:34]3[C:29](=[CH:30][CH:31]=[CH:32][CH:33]=3)[C:28](B(O)O)=[CH:27]2)(=[O:25])=[O:24])[CH:22]=[CH:21][CH:20]=[CH:19][CH:18]=1.[F-].[Cs+], predict the reaction product. The product is: [C:17]1([S:23]([N:26]2[C:34]3[C:29](=[CH:30][CH:31]=[CH:32][CH:33]=3)[C:28]([C:11]3[C:12]([O:14][CH:9]([O:8][CH2:1][C:2]4[CH:7]=[CH:6][CH:5]=[CH:4][CH:3]=4)[C:10]=3[C:28]3[C:29]4[C:34](=[CH:33][CH:32]=[CH:31][CH:30]=4)[N:26]([S:23]([C:17]4[CH:22]=[CH:21][CH:20]=[CH:19][CH:18]=4)(=[O:25])=[O:24])[CH:27]=3)=[O:13])=[CH:27]2)(=[O:25])=[O:24])[CH:22]=[CH:21][CH:20]=[CH:19][CH:18]=1. (3) Given the reactants [N:1]1[CH:6]=[CH:5][CH:4]=[CH:3][C:2]=1[C:7]1[CH:8]=[N:9][NH:10][C:11]=1[NH2:12].[CH3:13][O:14][CH2:15][N:16]1[C:24]2[C:19](=[CH:20][C:21]([C:25](=O)[CH2:26][C:27](OCC)=[O:28])=[CH:22][CH:23]=2)[CH:18]=[N:17]1.CC1C=CC(S(O)(=O)=O)=CC=1, predict the reaction product. The product is: [CH3:13][O:14][CH2:15][N:16]1[C:24]2[C:19](=[CH:20][C:21]([C:25]3[NH:12][C:11]4[N:10]([N:9]=[CH:8][C:7]=4[C:2]4[CH:3]=[CH:4][CH:5]=[CH:6][N:1]=4)[C:27](=[O:28])[CH:26]=3)=[CH:22][CH:23]=2)[CH:18]=[N:17]1. (4) Given the reactants Cl[C:2]1[C:3]2[C:10]3[CH:11]=[C:12]([C:15]([O:17][CH2:18][CH3:19])=[O:16])[CH:13]=[CH:14][C:9]=3[S:8][C:4]=2[N:5]=[CH:6][N:7]=1.[Cl-].[N:21]1([CH:27]2[CH2:32][CH2:31][CH:30]([NH2:33])[CH2:29][CH2:28]2)[CH2:26][CH2:25][O:24][CH2:23][CH2:22]1.C(=O)([O-])[O-].[K+].[K+].CCN(CC)CC, predict the reaction product. The product is: [N:21]1([CH:27]2[CH2:28][CH2:29][CH:30]([NH:33][C:2]3[C:3]4[C:10]5[CH:11]=[C:12]([C:15]([O:17][CH2:18][CH3:19])=[O:16])[CH:13]=[CH:14][C:9]=5[S:8][C:4]=4[N:5]=[CH:6][N:7]=3)[CH2:31][CH2:32]2)[CH2:22][CH2:23][O:24][CH2:25][CH2:26]1. (5) Given the reactants [CH3:1][C:2]1[CH:3]=[C:4]([OH:9])[CH:5]=[C:6]([CH3:8])[CH:7]=1.IC1C=CC=CC=1.I[C:18]1[CH:23]=[CH:22][C:21]([O:24][CH3:25])=[CH:20][CH:19]=1, predict the reaction product. The product is: [CH3:25][O:24][C:21]1[CH:22]=[CH:23][C:18]([O:9][C:4]2[CH:5]=[C:6]([CH3:8])[CH:7]=[C:2]([CH3:1])[CH:3]=2)=[CH:19][CH:20]=1. (6) Given the reactants [CH:1](=O)[C:2]([C:4]1[CH:9]=[CH:8][CH:7]=[CH:6][CH:5]=1)=[CH2:3].[F:11][C:12]1[CH:13]=[C:14]([NH:18][NH2:19])[CH:15]=[CH:16][CH:17]=1, predict the reaction product. The product is: [F:11][C:12]1[CH:13]=[C:14]([N:18]2[CH2:3][CH:2]([C:4]3[CH:9]=[CH:8][CH:7]=[CH:6][CH:5]=3)[CH:1]=[N:19]2)[CH:15]=[CH:16][CH:17]=1. (7) Given the reactants [Cl:1][C:2]1[CH:3]=[C:4]2[C:9](=[CH:10][CH:11]=1)[CH:8]=[C:7]([C:12]([O:14]C)=[O:13])[CH:6]=[C:5]2[OH:16].[OH-].[Na+], predict the reaction product. The product is: [Cl:1][C:2]1[CH:3]=[C:4]2[C:9](=[CH:10][CH:11]=1)[CH:8]=[C:7]([C:12]([OH:14])=[O:13])[CH:6]=[C:5]2[OH:16].